This data is from Catalyst prediction with 721,799 reactions and 888 catalyst types from USPTO. The task is: Predict which catalyst facilitates the given reaction. (1) Reactant: [S:1]1[C:5]2[CH:6]=[C:7]([N:10]3[CH2:14][CH2:13][NH:12][C:11]3=[O:15])[CH:8]=[CH:9][C:4]=2[N:3]=[CH:2]1.Br[C:17]1[CH:18]=[N:19][CH:20]=[CH:21][C:22]=1[CH:23]([O:26][CH3:27])[O:24][CH3:25].N[C@@H]1CCCC[C@H]1N.P([O-])([O-])([O-])=O.[K+].[K+].[K+]. Product: [S:1]1[C:5]2[CH:6]=[C:7]([N:10]3[CH2:14][CH2:13][N:12]([C:21]4[CH:20]=[N:19][CH:18]=[CH:17][C:22]=4[CH:23]([O:26][CH3:27])[O:24][CH3:25])[C:11]3=[O:15])[CH:8]=[CH:9][C:4]=2[N:3]=[CH:2]1. The catalyst class is: 246. (2) Reactant: [NH2:1][C:2]1[CH:3]=[N:4][CH:5]=[C:6]([C:8]#[CH:9])[CH:7]=1.C(N(CC)CC)C.[Cl:17][CH:18]([Cl:22])[C:19](Cl)=[O:20].O. Product: [Cl:17][CH:18]([Cl:22])[C:19]([NH:1][C:2]1[CH:3]=[N:4][CH:5]=[C:6]([C:8]#[CH:9])[CH:7]=1)=[O:20]. The catalyst class is: 96. (3) Reactant: [NH2:1][CH2:2][C:3]1[N:7]2[C:8]([N:12]3[CH2:17][CH2:16][N:15]([CH3:18])[CH2:14][CH2:13]3)=[CH:9][CH:10]=[CH:11][C:6]2=[N:5][C:4]=1[CH2:19][N:20]([CH3:31])[C@@H:21]1[C:30]2[N:29]=[CH:28][CH:27]=[CH:26][C:25]=2[CH2:24][CH2:23][CH2:22]1.C(N(CC)C(C)C)(C)C.[C:41](Cl)(=[O:43])[CH3:42].[OH-].[NH4+]. Product: [CH3:18][N:15]1[CH2:14][CH2:13][N:12]([C:8]2[N:7]3[C:3]([CH2:2][NH:1][C:41](=[O:43])[CH3:42])=[C:4]([CH2:19][N:20]([CH3:31])[C@@H:21]4[C:30]5[N:29]=[CH:28][CH:27]=[CH:26][C:25]=5[CH2:24][CH2:23][CH2:22]4)[N:5]=[C:6]3[CH:11]=[CH:10][CH:9]=2)[CH2:17][CH2:16]1. The catalyst class is: 545. (4) Product: [F:1][C:2]1[C:7]([N:8]2[C:12]([S:13]([C:16]3[CH:21]=[CH:20][CH:19]=[CH:18][CH:17]=3)(=[O:15])=[O:14])=[CH:11][C:10]([CH:22]=[O:23])=[N:9]2)=[CH:6][CH:5]=[CH:4][N:3]=1. Reactant: [F:1][C:2]1[C:7]([N:8]2[C:12]([S:13]([C:16]3[CH:21]=[CH:20][CH:19]=[CH:18][CH:17]=3)(=[O:15])=[O:14])=[CH:11][C:10]([CH2:22][OH:23])=[N:9]2)=[CH:6][CH:5]=[CH:4][N:3]=1. The catalyst class is: 661. (5) The catalyst class is: 6. Product: [CH3:16][C:14]1[CH:13]=[CH:12][C:11]([N:17]2[N:18]=[CH:19][CH:20]=[N:21]2)=[C:10]([CH:15]=1)[C:9]([NH:8][C@H:4]1[CH2:5][CH2:6][CH2:7][C@@H:3]1[NH:2][C:40]1[N:45]=[CH:44][C:43]([C:46]([F:49])([F:48])[F:47])=[CH:42][N:41]=1)=[O:22]. Reactant: Cl.[NH2:2][C@H:3]1[CH2:7][CH2:6][CH2:5][C@@H:4]1[NH:8][C:9](=[O:22])[C:10]1[CH:15]=[C:14]([CH3:16])[CH:13]=[CH:12][C:11]=1[N:17]1[N:21]=[CH:20][CH:19]=[N:18]1.CN1C(=O)CCC1.CCN(C(C)C)C(C)C.Br[C:40]1[N:45]=[CH:44][C:43]([C:46]([F:49])([F:48])[F:47])=[CH:42][N:41]=1. (6) Reactant: [O:1]=[C:2]1[N:6]([CH2:7][CH2:8][CH2:9][C:10]2[CH:19]=[CH:18][C:17]3[CH2:16][CH2:15][CH2:14][NH:13][C:12]=3[N:11]=2)[CH2:5][CH2:4][N:3]1[C@H:20]([C:29]1[CH:34]=[CH:33][CH:32]=[C:31]([C:35]([F:38])([F:37])[F:36])[CH:30]=1)[CH2:21][C:22]([O:24]C(C)(C)C)=[O:23].C(O)(C(F)(F)F)=O. Product: [O:1]=[C:2]1[N:6]([CH2:7][CH2:8][CH2:9][C:10]2[CH:19]=[CH:18][C:17]3[CH2:16][CH2:15][CH2:14][NH:13][C:12]=3[N:11]=2)[CH2:5][CH2:4][N:3]1[C@H:20]([C:29]1[CH:34]=[CH:33][CH:32]=[C:31]([C:35]([F:38])([F:37])[F:36])[CH:30]=1)[CH2:21][C:22]([OH:24])=[O:23]. The catalyst class is: 2. (7) Reactant: Cl.ClC1C=CC(NN)=CC=1.BrCCC1CCC(C)(C)C1.[Cl:21][C:22]1[CH:27]=[CH:26][C:25]([N:28]([CH2:30][CH2:31][CH:32]2[CH2:36][CH2:35][C:34]([CH3:38])([CH3:37])[CH2:33]2)N)=[CH:24][CH:23]=1.C(OC(OCC)CCCNC)C.ClC1C=C2[C:58](=CC=1)[N:57]([CH2:61][CH2:62][CH:63]1[CH2:67][CH2:66]C(C)(C)C1)C=C2CCNC.C=O.C(O)(C(F)(F)F)=O. Product: [Cl:21][C:22]1[CH:27]=[C:26]2[C:25](=[CH:24][CH:23]=1)[N:28]([CH2:30][CH2:31][CH:32]1[CH2:36][CH2:35][C:34]([CH3:38])([CH3:37])[CH2:33]1)[C:67]1[CH2:66][N:57]([CH3:58])[CH2:61][CH2:62][C:63]2=1. The catalyst class is: 556.